Dataset: Catalyst prediction with 721,799 reactions and 888 catalyst types from USPTO. Task: Predict which catalyst facilitates the given reaction. (1) Reactant: C[O:2][C:3]1[CH:4]=[C:5]([C:9]2[C:18]3[C:13](=[C:14]([C:19]([F:22])([F:21])[F:20])[CH:15]=[CH:16][CH:17]=3)[N:12]=[CH:11][N:10]=2)[CH:6]=[CH:7][CH:8]=1.Cl.N1C=CC=CC=1.C([O-])(O)=O.[Na+]. Product: [F:22][C:19]([F:20])([F:21])[C:14]1[CH:15]=[CH:16][CH:17]=[C:18]2[C:13]=1[N:12]=[CH:11][N:10]=[C:9]2[C:5]1[CH:4]=[C:3]([OH:2])[CH:8]=[CH:7][CH:6]=1. The catalyst class is: 6. (2) Reactant: C(O)(C(F)(F)F)=O.[NH:8]1[C:12]2[CH:13]=[CH:14][CH:15]=[CH:16][C:11]=2[N:10]=[C:9]1[C:17]1[C:25]2[C:20](=[CH:21][CH:22]=[C:23]([C:26]3[CH:31]=[CH:30][CH:29]=[C:28]([S:32]([CH3:35])(=[O:34])=[O:33])[CH:27]=3)[CH:24]=2)[N:19](C2CCCCO2)[N:18]=1. Product: [NH:10]1[C:11]2[CH:16]=[CH:15][CH:14]=[CH:13][C:12]=2[N:8]=[C:9]1[C:17]1[C:25]2[C:20](=[CH:21][CH:22]=[C:23]([C:26]3[CH:31]=[CH:30][CH:29]=[C:28]([S:32]([CH3:35])(=[O:34])=[O:33])[CH:27]=3)[CH:24]=2)[NH:19][N:18]=1. The catalyst class is: 2. (3) Reactant: [Cl:1][C:2]1[CH:3]=[C:4]2[C:8](=[CH:9][CH:10]=1)[NH:7][CH:6]=[C:5]2[CH2:11][CH2:12][NH:13][C:14](=[O:22])[C:15]1[CH:20]=[CH:19][C:18](I)=[CH:17][CH:16]=1.[C:23]([C:25]1[CH:30]=[CH:29][CH:28]=[CH:27][C:26]=1B(O)O)#[N:24].C(=O)([O-])[O-].[Na+].[Na+]. Product: [Cl:1][C:2]1[CH:3]=[C:4]2[C:8](=[CH:9][CH:10]=1)[NH:7][CH:6]=[C:5]2[CH2:11][CH2:12][NH:13][C:14]([C:15]1[CH:20]=[CH:19][C:18]([C:26]2[CH:27]=[CH:28][CH:29]=[CH:30][C:25]=2[C:23]#[N:24])=[CH:17][CH:16]=1)=[O:22]. The catalyst class is: 437. (4) Reactant: [C:1]([O:5][C:6]([N:8]1[CH:17]([CH:18]=O)[CH2:16][C:15]2[C:10](=[CH:11][CH:12]=[CH:13][CH:14]=2)[CH2:9]1)=[O:7])([CH3:4])([CH3:3])[CH3:2].[C:20]1([C:26](=O)[C:27](=O)[CH3:28])[CH:25]=[CH:24][CH:23]=[CH:22][CH:21]=1.C([O-])(=O)C.[NH4+:35].[NH4+:36].[OH-]. Product: [C:1]([O:5][C:6]([N:8]1[CH:17]([C:18]2[NH:35][C:27]([CH3:28])=[C:26]([C:20]3[CH:25]=[CH:24][CH:23]=[CH:22][CH:21]=3)[N:36]=2)[CH2:16][C:15]2[C:10](=[CH:11][CH:12]=[CH:13][CH:14]=2)[CH2:9]1)=[O:7])([CH3:4])([CH3:3])[CH3:2]. The catalyst class is: 52. (5) Reactant: C([O:3][C:4]([C:6]1[S:7][CH:8]=[C:9]([C:11]2[CH:16]=[CH:15][C:14]([CH3:17])=[CH:13][CH:12]=2)[CH:10]=1)=[O:5])C.[OH-].[Na+]. Product: [C:14]1([CH3:17])[CH:13]=[CH:12][C:11]([C:9]2[CH:10]=[C:6]([C:4]([OH:5])=[O:3])[S:7][CH:8]=2)=[CH:16][CH:15]=1. The catalyst class is: 8. (6) Reactant: C([N:3]1[C:15]2[CH:14]=[CH:13][CH:12]=[CH:11][C:10]=2[C:9]2[C:4]1=[CH:5][CH:6]=[CH:7][CH:8]=2)=C.SCCC[Si](OC)(OC)OC.N(C(C)(C)C#N)=NC(C)(C)C#N. Product: [CH:5]1[C:4]2[NH:3][C:15]3[C:10](=[CH:11][CH:12]=[CH:13][CH:14]=3)[C:9]=2[CH:8]=[CH:7][CH:6]=1. The catalyst class is: 48. (7) Reactant: C(OC(=O)[N:7]([CH2:31][C:32]1[CH:41]=[CH:40][C:35]2[O:36][CH2:37][CH2:38][O:39][C:34]=2[CH:33]=1)[CH:8]1[CH2:13][CH2:12][N:11]([CH2:14][CH2:15][N:16]2[C:25]3[C:20](=[CH:21][CH:22]=[CH:23][CH:24]=3)[C:19]([C:26]([O:28][CH3:29])=[O:27])=[CH:18][C:17]2=[O:30])[CH2:10][CH2:9]1)(C)(C)C.[ClH:43].C(OCC)(=O)C. Product: [ClH:43].[O:36]1[C:35]2[CH:40]=[CH:41][C:32]([CH2:31][NH:7][CH:8]3[CH2:13][CH2:12][N:11]([CH2:14][CH2:15][N:16]4[C:25]5[C:20](=[CH:21][CH:22]=[CH:23][CH:24]=5)[C:19]([C:26]([O:28][CH3:29])=[O:27])=[CH:18][C:17]4=[O:30])[CH2:10][CH2:9]3)=[CH:33][C:34]=2[O:39][CH2:38][CH2:37]1. The catalyst class is: 13. (8) Reactant: [CH2:1]([O:5][C:6]([N:8]1[CH2:13][CH2:12][N:11]([C:14](=[O:67])[C@@H:15]([NH:37][C:38]([C:40]2[CH:44]=[C:43]([O:45][CH2:46][C:47]([N:49]3[CH2:53][CH2:52][CH2:51][C@H:50]3[C:54](=[O:60])[NH:55][CH:56]3[CH2:59][CH2:58][CH2:57]3)=[O:48])[N:42]([C:61]3[CH:66]=[CH:65][CH:64]=[CH:63][CH:62]=3)[N:41]=2)=[O:39])[CH2:16][CH2:17][CH2:18][O:19][Si](C(C)(C)C)(C2C=CC=CC=2)C2C=CC=CC=2)[CH2:10][CH2:9]1)=[O:7])[CH2:2][CH2:3][CH3:4].CCCC[N+](CCCC)(CCCC)CCCC.[F-]. Product: [CH2:1]([O:5][C:6]([N:8]1[CH2:13][CH2:12][N:11]([C:14](=[O:67])[C@@H:15]([NH:37][C:38]([C:40]2[CH:44]=[C:43]([O:45][CH2:46][C:47]([N:49]3[CH2:53][CH2:52][CH2:51][C@H:50]3[C:54](=[O:60])[NH:55][CH:56]3[CH2:59][CH2:58][CH2:57]3)=[O:48])[N:42]([C:61]3[CH:66]=[CH:65][CH:64]=[CH:63][CH:62]=3)[N:41]=2)=[O:39])[CH2:16][CH2:17][CH2:18][OH:19])[CH2:10][CH2:9]1)=[O:7])[CH2:2][CH2:3][CH3:4]. The catalyst class is: 1.